This data is from Reaction yield outcomes from USPTO patents with 853,638 reactions. The task is: Predict the reaction yield, written as a fraction of the theoretical maximum amount of product (1.0 means a 100% yield; for example, 0.34 means a 34% yield). The reactants are CC([NH:9][S:10](/[CH:13]=[CH:14]/[C:15]1[S:16][CH:17]=[CH:18][CH:19]=1)(=[O:12])=[O:11])(C)CC(C)(C)C.FC(F)(F)C(O)=O. The catalyst is ClCCl. The product is [S:16]1[CH:17]=[CH:18][CH:19]=[C:15]1/[CH:14]=[CH:13]/[S:10]([NH2:9])(=[O:11])=[O:12]. The yield is 0.890.